Dataset: Clinical trial toxicity outcomes and FDA approval status for drugs. Task: Regression/Classification. Given a drug SMILES string, predict its toxicity properties. Task type varies by dataset: regression for continuous values (e.g., LD50, hERG inhibition percentage) or binary classification for toxic/non-toxic outcomes (e.g., AMES mutagenicity, cardiotoxicity, hepatotoxicity). Dataset: clintox. (1) The drug is CCCSc1ccc2[nH]c(NC(=O)OC)nc2c1. The result is 0 (passed clinical trial). (2) The compound is CN(C)N/N=C1/N=CN=C1C(N)=O. The result is 1 (failed clinical trial for toxicity). (3) The compound is COc1cccc([C@@]2(O)CCCC[C@@H]2CN(C)C)c1. The result is 1 (failed clinical trial for toxicity). (4) The result is 0 (passed clinical trial). The compound is Cn1nc(C(=O)NC2CC3CCCC(C2)[NH+]3C)c2ccccc21. (5) The compound is CN(CCCCCCCCCCN(C)C(=O)Oc1cccc([N+](C)(C)C)c1)C(=O)Oc1cccc([N+](C)(C)C)c1. The result is 0 (passed clinical trial). (6) The compound is CN1C(CCl)Nc2cc(Cl)c(S(N)(=O)=O)cc2S1(=O)=O. The result is 0 (passed clinical trial). (7) The molecule is O=C1C([O-])=C([C@H]2CC[C@H](c3ccc(Cl)cc3)CC2)C(=O)c2ccccc21. The result is 0 (passed clinical trial).